From a dataset of Reaction yield outcomes from USPTO patents with 853,638 reactions. Predict the reaction yield, written as a fraction of the theoretical maximum amount of product (1.0 means a 100% yield; for example, 0.34 means a 34% yield). (1) The reactants are [CH3:1][O:2][C:3]1[CH:4]=[C:5]([NH:14][C:15](=[O:23])OC2C=CC=CC=2)[CH:6]=[N:7][C:8]=1[N:9]1[CH2:13][CH2:12][CH2:11][CH2:10]1.[Cl:24][C:25]1[CH:26]=[C:27]([N:31]2[C:35]([CH2:36][NH2:37])=[CH:34][C:33]([C:38]([F:41])([F:40])[F:39])=[N:32]2)[CH:28]=[CH:29][CH:30]=1.C(N(CC)CC)C. The catalyst is CS(C)=O.O. The product is [Cl:24][C:25]1[CH:26]=[C:27]([N:31]2[C:35]([CH2:36][NH:37][C:15]([NH:14][C:5]3[CH:6]=[N:7][C:8]([N:9]4[CH2:10][CH2:11][CH2:12][CH2:13]4)=[C:3]([O:2][CH3:1])[CH:4]=3)=[O:23])=[CH:34][C:33]([C:38]([F:39])([F:40])[F:41])=[N:32]2)[CH:28]=[CH:29][CH:30]=1. The yield is 0.630. (2) The reactants are [Si]([O:8][CH2:9][C@@H:10]1[C@H:14]2[O:15][C:16]([CH3:19])([CH3:18])[O:17][C@H:13]2[C@H:12]([NH:20][C:21]2[CH:26]=[C:25]([C:27]#[C:28][C:29]3[CH:34]=[CH:33][CH:32]=[CH:31][CH:30]=3)[N:24]=[CH:23][N:22]=2)[CH2:11]1)(C(C)(C)C)(C)C.F.N1C=CC=CC=1. The catalyst is C1COCC1.N1C=CC=CC=1. The product is [CH3:18][C:16]1([CH3:19])[O:17][C@H:13]2[C@H:12]([NH:20][C:21]3[CH:26]=[C:25]([C:27]#[C:28][C:29]4[CH:34]=[CH:33][CH:32]=[CH:31][CH:30]=4)[N:24]=[CH:23][N:22]=3)[CH2:11][C@H:10]([CH2:9][OH:8])[C@H:14]2[O:15]1. The yield is 0.820.